From a dataset of Peptide-MHC class I binding affinity with 185,985 pairs from IEDB/IMGT. Regression. Given a peptide amino acid sequence and an MHC pseudo amino acid sequence, predict their binding affinity value. This is MHC class I binding data. (1) The peptide sequence is KSNILMWNK. The MHC is HLA-A33:01 with pseudo-sequence HLA-A33:01. The binding affinity (normalized) is 0.119. (2) The peptide sequence is CEKMEKDGQL. The MHC is Mamu-A11 with pseudo-sequence Mamu-A11. The binding affinity (normalized) is 0.234. (3) The peptide sequence is DEMVCKWLL. The MHC is HLA-B39:01 with pseudo-sequence HLA-B39:01. The binding affinity (normalized) is 0.0847. (4) The peptide sequence is GADTAACGDI. The MHC is Patr-B0101 with pseudo-sequence Patr-B0101. The binding affinity (normalized) is 0.152.